This data is from Full USPTO retrosynthesis dataset with 1.9M reactions from patents (1976-2016). The task is: Predict the reactants needed to synthesize the given product. Given the product [Br:12][C:13]1[CH:18]=[CH:17][C:16]([CH2:19][CH2:20][C:21]([NH:3][CH3:2])=[O:23])=[CH:15][CH:14]=1, predict the reactants needed to synthesize it. The reactants are: C[CH2:2][N:3]=C=NCCCN(C)C.[Br:12][C:13]1[CH:18]=[CH:17][C:16]([CH2:19][CH2:20][C:21]([OH:23])=O)=[CH:15][CH:14]=1.C1C=CC2N(O)N=NC=2C=1.NC.